From a dataset of Catalyst prediction with 721,799 reactions and 888 catalyst types from USPTO. Predict which catalyst facilitates the given reaction. Reactant: [Cl:1][C:2]1[CH:7]=[CH:6][CH:5]=[CH:4][C:3]=1[N:8]1[C:17]2[C:12](=[C:13]([C:20]3[CH:25]=[CH:24][CH:23]=[CH:22][C:21]=3[Cl:26])[CH:14]=[C:15]([O:18]C)[CH:16]=2)[CH:11]=[CH:10][C:9]1=[O:27].B(Br)(Br)Br. Product: [Cl:1][C:2]1[CH:7]=[CH:6][CH:5]=[CH:4][C:3]=1[N:8]1[C:17]2[C:12](=[C:13]([C:20]3[CH:25]=[CH:24][CH:23]=[CH:22][C:21]=3[Cl:26])[CH:14]=[C:15]([OH:18])[CH:16]=2)[CH:11]=[CH:10][C:9]1=[O:27]. The catalyst class is: 4.